The task is: Predict which catalyst facilitates the given reaction.. This data is from Catalyst prediction with 721,799 reactions and 888 catalyst types from USPTO. (1) The catalyst class is: 54. Product: [CH3:17][O:18][C:19](=[O:31])[CH2:20][C@H:21]1[C:25]2[CH:26]=[CH:27][C:28]([O:30][C@H:37]3[C:38]4[C:34](=[C:33]([Br:32])[C:41]([C:42]#[N:43])=[CH:40][CH:39]=4)[CH2:35][CH2:36]3)=[CH:29][C:24]=2[O:23][CH2:22]1. Reactant: N(C(OC(C)(C)C)=O)=NC(OC(C)(C)C)=O.[CH3:17][O:18][C:19](=[O:31])[CH2:20][C@H:21]1[C:25]2[CH:26]=[CH:27][C:28]([OH:30])=[CH:29][C:24]=2[O:23][CH2:22]1.[Br:32][C:33]1[C:41]([C:42]#[N:43])=[CH:40][CH:39]=[C:38]2[C:34]=1[CH2:35][CH2:36][C@@H:37]2O.C(P(CCCC)CCCC)CCC. (2) Reactant: [Cl:1][CH2:2][C@@H:3]([OH:30])[CH2:4][O:5][C:6]1[CH:11]=[CH:10][C:9]([C:12]([C:15]2[CH:20]=[CH:19][C:18]([O:21][CH2:22][C@H:23]3[CH2:27][O:26][C:25]([CH3:29])([CH3:28])[O:24]3)=[CH:17][CH:16]=2)([CH3:14])[CH3:13])=[CH:8][CH:7]=1.[C:31](OC(=O)C)(=[O:33])[CH3:32]. Product: [C:31]([O:30][C@@H:3]([CH2:4][O:5][C:6]1[CH:7]=[CH:8][C:9]([C:12]([C:15]2[CH:20]=[CH:19][C:18]([O:21][CH2:22][C@H:23]3[CH2:27][O:26][C:25]([CH3:29])([CH3:28])[O:24]3)=[CH:17][CH:16]=2)([CH3:14])[CH3:13])=[CH:10][CH:11]=1)[CH2:2][Cl:1])(=[O:33])[CH3:32]. The catalyst class is: 383. (3) Reactant: [F:1][C:2]1[CH:7]=[CH:6][CH:5]=[CH:4][C:3]=1[C:8](=O)[CH2:9][O:10][C@@H:11]([CH:16]=[CH2:17])[C:12]([F:15])([F:14])[F:13].Cl.[NH2:20][OH:21].C([O-])(=O)C.[Na+]. Product: [F:1][C:2]1[CH:7]=[CH:6][CH:5]=[CH:4][C:3]=1[C:8](=[N:20][OH:21])[CH2:9][O:10][C@@H:11]([CH:16]=[CH2:17])[C:12]([F:15])([F:14])[F:13]. The catalyst class is: 5. (4) Reactant: [H-].[Ca+2].[H-].[Br:4][C:5]1[N:6]=[CH:7][C:8]([OH:12])=[N:9][C:10]=1[Cl:11].[CH3:13][O:14][C:15]1[CH:20]=[CH:19][C:18]([CH2:21]Br)=[CH:17][CH:16]=1. Product: [Br:4][C:5]1[N:6]=[CH:7][C:8](=[O:12])[N:9]([CH2:21][C:18]2[CH:19]=[CH:20][C:15]([O:14][CH3:13])=[CH:16][CH:17]=2)[C:10]=1[Cl:11]. The catalyst class is: 508. (5) Reactant: [CH3:1][O:2][C:3]1[CH:4]=[C:5]2[C:10](=[C:11]([O:13][CH3:14])[CH:12]=1)[CH:9]=[N:8][C:7]([C:15]1[CH:20]=[C:19]([CH3:21])[C:18]([OH:22])=[C:17]([CH3:23])[CH:16]=1)=[CH:6]2.O[CH2:25][CH2:26][N:27]1[CH2:32][CH2:31][O:30][CH2:29][CH2:28]1.C(N(CC)C(C)C)(C)C.CCOC(/N=N/C(OCC)=O)=O. Product: [CH3:23][C:17]1[CH:16]=[C:15]([C:7]2[N:8]=[CH:9][C:10]3[C:5]([CH:6]=2)=[CH:4][C:3]([O:2][CH3:1])=[CH:12][C:11]=3[O:13][CH3:14])[CH:20]=[C:19]([CH3:21])[C:18]=1[O:22][CH2:25][CH2:26][N:27]1[CH2:32][CH2:31][O:30][CH2:29][CH2:28]1. The catalyst class is: 56. (6) Reactant: [C:1]([C:3]1([OH:13])[CH2:12][CH2:11][C:6]2([O:10][CH2:9][CH2:8][O:7]2)[CH2:5][CH2:4]1)#[CH:2].C(N(CC)CC)C.C(Cl)Cl.Cl[Si:25]([CH3:28])([CH3:27])[CH3:26]. Product: [C:1]([C:3]1([O:13][Si:25]([CH3:28])([CH3:27])[CH3:26])[CH2:12][CH2:11][C:6]2([O:7][CH2:8][CH2:9][O:10]2)[CH2:5][CH2:4]1)#[CH:2]. The catalyst class is: 277.